This data is from Full USPTO retrosynthesis dataset with 1.9M reactions from patents (1976-2016). The task is: Predict the reactants needed to synthesize the given product. (1) Given the product [I:26][CH2:17][C:13]1([CH2:12][C:11]#[C:10][C:7]2[CH:8]=[CH:9][C:4]([O:3][C:2]([F:24])([F:23])[F:1])=[CH:5][CH:6]=2)[CH2:16][CH2:15][CH2:14]1, predict the reactants needed to synthesize it. The reactants are: [F:1][C:2]([F:24])([F:23])[O:3][C:4]1[CH:9]=[CH:8][C:7]([C:10]#[C:11][CH2:12][C:13]2([CH2:17]OS(C)(=O)=O)[CH2:16][CH2:15][CH2:14]2)=[CH:6][CH:5]=1.[Na+].[I-:26]. (2) Given the product [Cl:30][C:29]1[C:24]([CH2:23][N:22]2[C:6]3[CH:7]=[C:8]([O:9][CH2:10][CH2:11][C:12]([CH3:18])([CH3:19])[C:13]([O:15][CH2:16][CH3:17])=[O:14])[CH:20]=[CH:21][C:5]=3[N:4]=[C:1]2[CH3:2])=[N:25][CH:26]=[C:27]([C:31]([F:33])([F:32])[F:34])[CH:28]=1, predict the reactants needed to synthesize it. The reactants are: [C:1]([NH:4][C:5]1[CH:21]=[CH:20][C:8]([O:9][CH2:10][CH2:11][C:12]([CH3:19])([CH3:18])[C:13]([O:15][CH2:16][CH3:17])=[O:14])=[CH:7][C:6]=1[NH:22][CH2:23][C:24]1[C:29]([Cl:30])=[CH:28][C:27]([C:31]([F:34])([F:33])[F:32])=[CH:26][N:25]=1)(=O)[CH3:2].OS(O)(=O)=O.[OH-].[Na+]. (3) Given the product [C:41]1([CH:47]2[CH2:48][CH2:49][N:50]([C:53]3[O:54][C:55]([C:62]([NH:64][C:65]4[CH:66]=[CH:67][C:68]([C:71]5[CH:72]=[CH:73][C:74]([C:77](=[O:78])[NH:83][C:82]6[CH:84]=[CH:85][CH:86]=[CH:87][C:81]=6[CH3:80])=[CH:75][CH:76]=5)=[CH:69][CH:70]=4)=[O:63])=[C:56]([C:58]([F:61])([F:59])[F:60])[N:57]=3)[CH2:51][CH2:52]2)[CH:42]=[CH:43][CH:44]=[CH:45][CH:46]=1, predict the reactants needed to synthesize it. The reactants are: C1(NC(C2C=CC(C3C=CC(NC(C4OC(N5CCCC(C)C5)=NC=4C(F)(F)F)=O)=CC=3)=CC=2)=O)C=CC=CC=1.[C:41]1([CH:47]2[CH2:52][CH2:51][N:50]([C:53]3[O:54][C:55]([C:62]([NH:64][C:65]4[CH:70]=[CH:69][C:68]([C:71]5[CH:76]=[CH:75][C:74]([C:77](O)=[O:78])=[CH:73][CH:72]=5)=[CH:67][CH:66]=4)=[O:63])=[C:56]([C:58]([F:61])([F:60])[F:59])[N:57]=3)[CH2:49][CH2:48]2)[CH:46]=[CH:45][CH:44]=[CH:43][CH:42]=1.[CH3:80][C:81]1[CH:87]=[CH:86][CH:85]=[CH:84][C:82]=1[NH2:83]. (4) The reactants are: Cl.C(N=C=NCCCN(C)C)C.[O:13]=[C:14]1[C:18]([C:25]2[CH:30]=[CH:29][CH:28]=[CH:27][CH:26]=2)([C:19]2[CH:24]=[CH:23][CH:22]=[CH:21][CH:20]=2)[CH2:17][CH2:16][N:15]1[CH2:31][C:32]([OH:34])=O.[C:35]1([C:41]2([C:47]3[CH:52]=[CH:51][CH:50]=[CH:49][CH:48]=3)[O:46][CH2:45][CH2:44][NH:43][CH2:42]2)[CH:40]=[CH:39][CH:38]=[CH:37][CH:36]=1. Given the product [C:47]1([C:41]2([C:35]3[CH:36]=[CH:37][CH:38]=[CH:39][CH:40]=3)[O:46][CH2:45][CH2:44][N:43]([C:32](=[O:34])[CH2:31][N:15]3[CH2:16][CH2:17][C:18]([C:25]4[CH:30]=[CH:29][CH:28]=[CH:27][CH:26]=4)([C:19]4[CH:24]=[CH:23][CH:22]=[CH:21][CH:20]=4)[C:14]3=[O:13])[CH2:42]2)[CH:52]=[CH:51][CH:50]=[CH:49][CH:48]=1, predict the reactants needed to synthesize it. (5) Given the product [NH2:14][C:11]1[CH:12]=[CH:13][C:8]([NH:7][C:5](=[O:6])[C:4]2[CH:17]=[CH:18][CH:19]=[C:2]([Cl:1])[CH:3]=2)=[N:9][CH:10]=1, predict the reactants needed to synthesize it. The reactants are: [Cl:1][C:2]1[CH:3]=[C:4]([CH:17]=[CH:18][CH:19]=1)[C:5]([NH:7][C:8]1[CH:13]=[CH:12][C:11]([N+:14]([O-])=O)=[CH:10][N:9]=1)=[O:6]. (6) The reactants are: [F:1][C:2]1[CH:7]=[CH:6][CH:5]=[CH:4][C:3]=1[N:8]1[C:12]([OH:13])=[CH:11][C:10]([C:14]([OH:16])=O)=[N:9]1.[B-](F)(F)(F)F.CCOC(C(C#N)=NOC(N(C)C)=[N+](C)C)=O.[NH2:39][C@H:40]([C:45]1[CH:50]=[CH:49][CH:48]=[CH:47][C:46]=1[CH3:51])[CH2:41][C:42]([OH:44])=[O:43]. Given the product [F:1][C:2]1[CH:7]=[CH:6][CH:5]=[CH:4][C:3]=1[N:8]1[C:12]([OH:13])=[CH:11][C:10]([C:14]([NH:39][C@H:40]([C:45]2[CH:50]=[CH:49][CH:48]=[CH:47][C:46]=2[CH3:51])[CH2:41][C:42]([OH:44])=[O:43])=[O:16])=[N:9]1, predict the reactants needed to synthesize it. (7) Given the product [C:1]([C:5]1[CH:13]=[CH:12][C:8]([C:9]([NH:64][C:63]2[CH:65]=[CH:66][CH:67]=[C:61]([S:58]([CH3:57])(=[O:60])=[O:59])[CH:62]=2)=[O:10])=[C:7]([O:14][C:15]2[CH:20]=[CH:19][CH:18]=[C:17]([C:21]([F:22])([F:24])[F:23])[N:16]=2)[CH:6]=1)([CH3:3])([CH3:4])[CH3:2], predict the reactants needed to synthesize it. The reactants are: [C:1]([C:5]1[CH:13]=[CH:12][C:8]([C:9](O)=[O:10])=[C:7]([O:14][C:15]2[CH:20]=[CH:19][CH:18]=[C:17]([C:21]([F:24])([F:23])[F:22])[N:16]=2)[CH:6]=1)([CH3:4])([CH3:3])[CH3:2].CN(C(ON1N=NC2C=CC=NC1=2)=[N+](C)C)C.F[P-](F)(F)(F)(F)F.C(N(CC)CC)C.Cl.[CH3:57][S:58]([C:61]1[CH:62]=[C:63]([CH:65]=[CH:66][CH:67]=1)[NH2:64])(=[O:60])=[O:59].